Dataset: Forward reaction prediction with 1.9M reactions from USPTO patents (1976-2016). Task: Predict the product of the given reaction. (1) Given the reactants [CH3:1][O:2][CH2:3]/[CH:4]=[CH:5]/B1OC(C)(C)C(C)(C)O1.[C:28]1(P([C:28]2[CH:33]=[CH:32][CH:31]=[CH:30][CH:29]=2)[C:28]2[CH:33]=[CH:32][CH:31]=[CH:30][CH:29]=2)[CH:33]=[CH:32][CH:31]=[CH:30][CH:29]=1.[C:34](=O)([O-])[O-:35].[Na+].[Na+].CN(C=[O:44])C, predict the reaction product. The product is: [OH:44][C:32]1[CH:33]=[C:28]([CH:29]=[C:30](/[CH:5]=[CH:4]/[CH2:3][O:2][CH3:1])[CH:31]=1)[CH:34]=[O:35]. (2) Given the reactants [OH:1][C:2]1[CH:3]=[C:4]2[C:11](=[C:12]([CH3:15])[C:13]=1[CH3:14])[O:10][CH2:9][C:6]1([CH2:8][CH2:7]1)[C:5]2=[O:16].[BH4-].[Na+], predict the reaction product. The product is: [CH3:14][C:13]1[C:12]([CH3:15])=[C:11]2[C:4]([CH:5]([OH:16])[C:6]3([CH2:9][O:10]2)[CH2:8][CH2:7]3)=[CH:3][C:2]=1[OH:1]. (3) Given the reactants [CH3:1][CH2:2][Mg+].[Br-].[Cl:5][C:6]1[N:11]=[C:10]([N:12]([CH3:14])[CH3:13])[CH:9]=[C:8]([Cl:15])[N:7]=1.[NH4+].[Cl-], predict the reaction product. The product is: [Cl:5][C:6]1[N:11]=[C:10]([N:12]([CH3:14])[CH3:13])[CH:9]=[C:8]([CH2:2][CH3:1])[N:7]=1.[Cl:15][C:8]1[N:7]=[C:6]([CH2:2][CH3:1])[N:11]=[C:10]([N:12]([CH3:14])[CH3:13])[CH:9]=1.